From a dataset of Full USPTO retrosynthesis dataset with 1.9M reactions from patents (1976-2016). Predict the reactants needed to synthesize the given product. (1) Given the product [F:17][C:18]([F:20])([F:19])[C:4]1[N:11]=[CH:10][CH:9]=[CH:8][C:5]=1[C:6]#[N:7], predict the reactants needed to synthesize it. The reactants are: [F-].[K+].I[C:4]1[N:11]=[CH:10][CH:9]=[CH:8][C:5]=1[C:6]#[N:7].CN(C)C=O.[F:17][C:18]([Si](C)(C)C)([F:20])[F:19]. (2) Given the product [CH2:26]1[O:25][C:23]2[C:22](=[CH:21][C:13]3[C:14]4([CH3:20])[C:17]([CH3:18])([CH3:19])[CH:10]([NH:9][CH2:16][CH2:15]4)[CH2:11][C:12]=3[CH:24]=2)[O:27]1.[ClH:1], predict the reactants needed to synthesize it. The reactants are: [ClH:1].C(OC([N:9]1[CH2:16][CH2:15][C:14]2([CH3:20])[C:17]([CH3:19])([CH3:18])[CH:10]1[CH2:11][C:12]1[CH:24]=[C:23]3[O:25][CH2:26][O:27][C:22]3=[CH:21][C:13]=12)=O)(C)(C)C. (3) Given the product [CH3:1][O:2][C:3]1[CH:4]=[C:5]2[C:14]([CH:12]3[CH:7]([CH2:6]2)[CH2:8][CH2:9][CH2:10][CH2:11]3)=[CH:15][CH:16]=1, predict the reactants needed to synthesize it. The reactants are: [CH3:1][O:2][C:3]1[CH:4]=[C:5]([CH:14]=[CH:15][CH:16]=1)[CH2:6][CH:7]1[CH2:12][CH2:11][CH2:10][CH2:9][C:8]1=O.COC1C=C2C(C3CCCCC=3C2)=CC=1.